Dataset: Forward reaction prediction with 1.9M reactions from USPTO patents (1976-2016). Task: Predict the product of the given reaction. (1) Given the reactants C[O:2][C:3](=[O:16])[CH2:4][CH2:5][CH2:6][C:7]1[C:8]([C:12]([O:14][CH3:15])=[O:13])=[CH:9][NH:10][CH:11]=1.[Li+].[OH-].Cl, predict the reaction product. The product is: [CH3:15][O:14][C:12]([C:8]1[C:7]([CH2:6][CH2:5][CH2:4][C:3]([OH:16])=[O:2])=[CH:11][NH:10][CH:9]=1)=[O:13]. (2) Given the reactants [CH:1]1([N:5]2[CH2:10][CH2:9][CH:8]([O:11][C:12]3[C:17]([F:18])=[CH:16][C:15]([C:19]4[CH2:20][CH2:21][C:22](=[O:25])[NH:23][N:24]=4)=[CH:14][C:13]=3[F:26])[CH2:7][CH2:6]2)[CH2:4][CH2:3][CH2:2]1.C(=O)([O-])[O-].[Cs+].[Cs+], predict the reaction product. The product is: [CH:1]1([N:5]2[CH2:10][CH2:9][CH:8]([O:11][C:12]3[C:17]([F:18])=[CH:16][C:15]([C:19]4[CH:20]=[CH:21][C:22](=[O:25])[NH:23][N:24]=4)=[CH:14][C:13]=3[F:26])[CH2:7][CH2:6]2)[CH2:2][CH2:3][CH2:4]1.